This data is from Reaction yield outcomes from USPTO patents with 853,638 reactions. The task is: Predict the reaction yield, written as a fraction of the theoretical maximum amount of product (1.0 means a 100% yield; for example, 0.34 means a 34% yield). (1) The reactants are [CH:1]1([C:4]#[C:5][C:6]2[C:7]3[O:14][C:13]([CH:15](OCC)[O:16]CC)=[CH:12][C:8]=3[CH:9]=[N:10][CH:11]=2)[CH2:3][CH2:2]1.Cl.C(=O)(O)[O-].[Na+]. The catalyst is O1CCCC1. The product is [CH:1]1([C:4]#[C:5][C:6]2[C:7]3[O:14][C:13]([CH:15]=[O:16])=[CH:12][C:8]=3[CH:9]=[N:10][CH:11]=2)[CH2:3][CH2:2]1. The yield is 0.840. (2) The reactants are [Na:1].C(C1([CH2:14][CH2:15][O:16][C:17]2[CH:22]=[CH:21][N:20]=[C:19]([CH2:23][S:24]([C:26]3[NH:30][C:29]4[CH:31]=[CH:32][CH:33]=[CH:34][C:28]=4[N:27]=3)=[O:25])[C:18]=2[CH3:35])OCC2(OCCO2)CO1)C.ClC1C=CC=C(C(OO)=O)C=1.OCC[CH:50]1[CH2:54][O:53][C:52]([CH3:56])([CH3:55])[O:51]1. No catalyst specified. The product is [Na:1].[CH3:55][C:52]1([CH3:56])[O:53][CH:54]([CH2:14][CH2:15][O:16][C:17]2[CH:22]=[CH:21][N:20]=[C:19]([CH2:23][S:24]([C:26]3[NH:30][C:29]4[CH:31]=[CH:32][CH:33]=[CH:34][C:28]=4[N:27]=3)=[O:25])[C:18]=2[CH3:35])[CH2:50][O:51]1. The yield is 0.0870. (3) No catalyst specified. The reactants are [CH2:1]([C:3]1[CH:8]=[CH:7][C:6]([C@H:9]2[CH2:14][C@@H:13]([C:15]([F:18])([F:17])[F:16])[N:12]3[N:19]=[CH:20][C:21]([C:22]([OH:24])=O)=[C:11]3[NH:10]2)=[CH:5][CH:4]=1)[CH3:2].CN(C(ON1N=N[C:35]2[CH:36]=[CH:37][CH:38]=[N:39][C:34]1=2)=[N+](C)C)C.F[P-](F)(F)(F)(F)F.[CH:49](N(CC)C(C)C)([CH3:51])[CH3:50].[CH3:58]N. The product is [CH3:51][C:49]1[CH:50]=[C:37]([CH:36]=[CH:35][C:34]=1[CH3:58])[CH2:38][NH:39][C:22]([C:21]1[CH:20]=[N:19][N:12]2[C@H:13]([C:15]([F:17])([F:18])[F:16])[CH2:14][C@H:9]([C:6]3[CH:5]=[CH:4][C:3]([CH2:1][CH3:2])=[CH:8][CH:7]=3)[NH:10][C:11]=12)=[O:24]. The yield is 0.320. (4) The reactants are [CH3:1][C:2]1[C:11]([NH:12][C:13]2[CH:18]=[CH:17][C:16]([O:19][C:20]([F:23])([F:22])[F:21])=[CH:15][C:14]=2[NH:24][C:25]([C@H:27]2[CH2:31][CH2:30][CH2:29][O:28]2)=O)=[CH:10][CH:9]=[CH:8][C:3]=1[C:4]([O:6][CH3:7])=[O:5]. The catalyst is O. The product is [CH3:1][C:2]1[C:11]([N:12]2[C:13]3[CH:18]=[CH:17][C:16]([O:19][C:20]([F:22])([F:21])[F:23])=[CH:15][C:14]=3[N:24]=[C:25]2[C@H:27]2[CH2:31][CH2:30][CH2:29][O:28]2)=[CH:10][CH:9]=[CH:8][C:3]=1[C:4]([O:6][CH3:7])=[O:5]. The yield is 0.880.